From a dataset of Forward reaction prediction with 1.9M reactions from USPTO patents (1976-2016). Predict the product of the given reaction. (1) Given the reactants [C:1]([C:3]1[CH:12]=[C:11]2[C:6]([CH:7]=[CH:8][C:9](=[O:47])[N:10]2[CH2:13][CH:14]([NH:34]S(C2C=CC=CC=2[N+]([O-])=O)(=O)=O)[C@H:15]2[CH2:20][CH2:19][C@H:18]([NH:21][CH2:22][C:23]3[CH:24]=[CH:25][C:26]4[S:27][CH2:28][C:29](=[O:33])[NH:30][C:31]=4[N:32]=3)[CH2:17][CH2:16]2)=[CH:5][CH:4]=1)#[N:2].C1(S)C=CC=CC=1.C(=O)([O-])[O-].[K+].[K+], predict the reaction product. The product is: [NH2:34][CH:14]([C@H:15]1[CH2:20][CH2:19][C@H:18]([NH:21][CH2:22][C:23]2[CH:24]=[CH:25][C:26]3[S:27][CH2:28][C:29](=[O:33])[NH:30][C:31]=3[N:32]=2)[CH2:17][CH2:16]1)[CH2:13][N:10]1[C:11]2[C:6](=[CH:5][CH:4]=[C:3]([C:1]#[N:2])[CH:12]=2)[CH:7]=[CH:8][C:9]1=[O:47]. (2) Given the reactants [C:1]([O:4][CH2:5][C:6]([CH3:36])([CH3:35])[CH2:7][N:8]1[C:14]2[CH:15]=[CH:16][C:17]([Cl:19])=[CH:18][C:13]=2[C@@H:12]([C:20]2[CH:25]=[CH:24][CH:23]=[C:22]([O:26][CH3:27])[C:21]=2[O:28][CH3:29])[O:11][C@H:10]([CH2:30][C:31](O)=[O:32])[C:9]1=[O:34])(=[O:3])[CH3:2].C(N(CC)CC)C.ClC(OCC(C)C)=O.[NH2:52][C:53]1[S:54][C:55]([CH2:64][CH2:65][C:66]([O:68][CH3:69])=[O:67])=[C:56]([C:58]2[CH:63]=[CH:62][CH:61]=[CH:60][CH:59]=2)[N:57]=1.N1C=CC=CC=1, predict the reaction product. The product is: [C:1]([O:4][CH2:5][C:6]([CH3:36])([CH3:35])[CH2:7][N:8]1[C:14]2[CH:15]=[CH:16][C:17]([Cl:19])=[CH:18][C:13]=2[C@@H:12]([C:20]2[CH:25]=[CH:24][CH:23]=[C:22]([O:26][CH3:27])[C:21]=2[O:28][CH3:29])[O:11][C@H:10]([CH2:30][C:31]([NH:52][C:53]2[S:54][C:55]([CH2:64][CH2:65][C:66]([O:68][CH3:69])=[O:67])=[C:56]([C:58]3[CH:63]=[CH:62][CH:61]=[CH:60][CH:59]=3)[N:57]=2)=[O:32])[C:9]1=[O:34])(=[O:3])[CH3:2]. (3) Given the reactants Cl[C:2]1[N:7]=[C:6]([NH:8][C:9]2[CH:14]=[CH:13][CH:12]=[C:11]([OH:15])[CH:10]=2)[C:5]([F:16])=[CH:4][N:3]=1.[O:17]1[C:21]([C:22]2[CH:23]=[C:24]([CH:26]=[CH:27][CH:28]=2)[NH2:25])=[CH:20][N:19]=[CH:18]1, predict the reaction product. The product is: [F:16][C:5]1[C:6]([NH:8][C:9]2[CH:14]=[CH:13][CH:12]=[C:11]([OH:15])[CH:10]=2)=[N:7][C:2]([NH:25][C:24]2[CH:26]=[CH:27][CH:28]=[C:22]([C:21]3[O:17][CH:18]=[N:19][CH:20]=3)[CH:23]=2)=[N:3][CH:4]=1. (4) Given the reactants [Cl:1][C:2]1[N:7]=[C:6]([NH:8][C:9](=[O:16])[C:10]2[CH:15]=[CH:14][CH:13]=[CH:12][CH:11]=2)[CH:5]=[C:4]([C:17]2[C:25]3[C:20](=[N:21][CH:22]=[CH:23][N:24]=3)[N:19](S(C3C=CC=CC=3)(=O)=O)[CH:18]=2)[CH:3]=1.[OH-].[Na+].CO, predict the reaction product. The product is: [Cl:1][C:2]1[N:7]=[C:6]([NH:8][C:9](=[O:16])[C:10]2[CH:11]=[CH:12][CH:13]=[CH:14][CH:15]=2)[CH:5]=[C:4]([C:17]2[C:25]3[C:20](=[N:21][CH:22]=[CH:23][N:24]=3)[NH:19][CH:18]=2)[CH:3]=1. (5) Given the reactants [Cl:1][C:2]1[CH:17]=[C:16]([Cl:18])[CH:15]=[CH:14][C:3]=1[O:4][C:5]1[CH:13]=[CH:12][CH:11]=[CH:10][C:6]=1[C:7]([OH:9])=O.Cl.CN(C)CCCN=C=NCC.C(N(CC)CC)C.[CH2:38]([O:40][C:41]([N:43]1[CH2:48][CH2:47][CH:46]([NH2:49])[CH2:45][CH2:44]1)=[O:42])[CH3:39], predict the reaction product. The product is: [CH2:38]([O:40][C:41]([N:43]1[CH2:44][CH2:45][CH:46]([NH:49][C:7](=[O:9])[C:6]2[CH:10]=[CH:11][CH:12]=[CH:13][C:5]=2[O:4][C:3]2[CH:14]=[CH:15][C:16]([Cl:18])=[CH:17][C:2]=2[Cl:1])[CH2:47][CH2:48]1)=[O:42])[CH3:39]. (6) Given the reactants [N:1]1([CH2:11][CH2:12][CH2:13][N:14]([CH2:22][C@@H:23]2[O:37][C:27]3=[C:28]4[C:33](=[CH:34][CH:35]=[C:26]3[O:25][CH2:24]2)[N:32]=[C:31]([CH3:36])[CH:30]=[CH:29]4)C(=O)OC(C)(C)C)[C:10]2[C:5](=[CH:6][CH:7]=[CH:8][CH:9]=2)[CH2:4][CH2:3][CH2:2]1.FC(F)(F)C(O)=O, predict the reaction product. The product is: [N:1]1([CH2:11][CH2:12][CH2:13][NH:14][CH2:22][C@@H:23]2[O:37][C:27]3=[C:28]4[C:33](=[CH:34][CH:35]=[C:26]3[O:25][CH2:24]2)[N:32]=[C:31]([CH3:36])[CH:30]=[CH:29]4)[C:10]2[C:5](=[CH:6][CH:7]=[CH:8][CH:9]=2)[CH2:4][CH2:3][CH2:2]1. (7) Given the reactants [Cl:1][C:2]1[N:3]([C:12]2[C:17](=[O:18])[N:16]([CH3:19])[N:15]=[C:14]([CH:20]=O)[C:13]=2[O:22][CH3:23])[C:4]2[C:9]([C:10]=1[Cl:11])=[CH:8][CH:7]=[CH:6][CH:5]=2.[OH-].[NH4+:25].II, predict the reaction product. The product is: [Cl:1][C:2]1[N:3]([C:12]2[C:17](=[O:18])[N:16]([CH3:19])[N:15]=[C:14]([C:20]#[N:25])[C:13]=2[O:22][CH3:23])[C:4]2[C:9]([C:10]=1[Cl:11])=[CH:8][CH:7]=[CH:6][CH:5]=2.